This data is from Forward reaction prediction with 1.9M reactions from USPTO patents (1976-2016). The task is: Predict the product of the given reaction. Given the reactants [N:1]([CH2:4][C:5]1[CH:6]=[C:7]([CH:12]=[C:13]([N:15]([CH3:20])[S:16]([CH3:19])(=[O:18])=[O:17])[CH:14]=1)[C:8]([O:10][CH3:11])=[O:9])=[N+]=[N-].C(C1C=NC=C(CCC(C)C)C=1)#N, predict the reaction product. The product is: [NH2:1][CH2:4][C:5]1[CH:6]=[C:7]([CH:12]=[C:13]([N:15]([CH3:20])[S:16]([CH3:19])(=[O:18])=[O:17])[CH:14]=1)[C:8]([O:10][CH3:11])=[O:9].